This data is from Full USPTO retrosynthesis dataset with 1.9M reactions from patents (1976-2016). The task is: Predict the reactants needed to synthesize the given product. (1) Given the product [Cl:8][C:5]1[CH:6]=[CH:7][C:2]([NH:1][S:25]([C:22]2[CH:21]=[CH:20][C:19]([O:18][CH3:17])=[CH:24][CH:23]=2)(=[O:27])=[O:26])=[C:3]([C:9]([C:11]2[CH:16]=[CH:15][CH:14]=[CH:13][N:12]=2)=[O:10])[CH:4]=1, predict the reactants needed to synthesize it. The reactants are: [NH2:1][C:2]1[CH:7]=[CH:6][C:5]([Cl:8])=[CH:4][C:3]=1[C:9]([C:11]1[CH:16]=[CH:15][CH:14]=[CH:13][N:12]=1)=[O:10].[CH3:17][O:18][C:19]1[CH:24]=[CH:23][C:22]([S:25](Cl)(=[O:27])=[O:26])=[CH:21][CH:20]=1. (2) Given the product [CH3:22][N:20]1[CH:21]=[C:17]([C:14]2[CH:15]=[C:16]3[C:8]([C:6]4[N:7]=[C:2]([NH:29][CH2:30][CH:31]5[CH2:36][CH2:35][NH:34][CH2:33][CH2:32]5)[CH:3]=[CH:4][CH:5]=4)=[N:9][NH:10][C:11]3=[CH:12][N:13]=2)[CH:18]=[N:19]1, predict the reactants needed to synthesize it. The reactants are: F[C:2]1[N:7]=[C:6]([C:8]2[C:16]3[C:11](=[CH:12][N:13]=[C:14]([C:17]4[CH:18]=[N:19][N:20]([CH3:22])[CH:21]=4)[CH:15]=3)[N:10](C3CCCCO3)[N:9]=2)[CH:5]=[CH:4][CH:3]=1.[NH2:29][CH2:30][CH:31]1[CH2:36][CH2:35][N:34](C(OC(C)(C)C)=O)[CH2:33][CH2:32]1. (3) The reactants are: [CH3:1][C:2]1[CH:7]=[CH:6][C:5]([O:8][CH2:9][CH2:10][CH3:11])=[CH:4][C:3]=1[OH:12].Br[C:14]1[S:15][CH:16]=[C:17]([C:19]([NH:21][C:22]2[C:23]([O:44][CH3:45])=[N:24][C:25]([NH:30][CH2:31][CH2:32][N:33]([CH:41]([CH3:43])[CH3:42])[C:34](=[O:40])[O:35][C:36]([CH3:39])([CH3:38])[CH3:37])=[N:26][C:27]=2[O:28][CH3:29])=[O:20])[N:18]=1.C(C1C=C(C=CC=1)OC1OC=C(C(OCC)=O)N=1)(C)(C)C. Given the product [CH3:29][O:28][C:27]1[C:22]([NH:21][C:19]([C:17]2[N:18]=[C:14]([O:12][C:3]3[CH:4]=[C:5]([O:8][CH2:9][CH2:10][CH3:11])[CH:6]=[CH:7][C:2]=3[CH3:1])[S:15][CH:16]=2)=[O:20])=[C:23]([O:44][CH3:45])[N:24]=[C:25]([NH:30][CH2:31][CH2:32][N:33]([CH:41]([CH3:43])[CH3:42])[C:34](=[O:40])[O:35][C:36]([CH3:37])([CH3:38])[CH3:39])[N:26]=1, predict the reactants needed to synthesize it. (4) Given the product [F:1][C:2]1[CH:3]=[CH:4][C:5]([O:6][CH2:7][CH2:8][CH2:9][CH2:10][CH2:11][CH2:12][CH2:13][C:14]2[CH:15]=[CH:16][C:17]([NH:18][C:32]([C@@H:31]3[C@@H:35]([OH:38])[CH2:36][CH2:37][NH:30]3)=[O:33])=[CH:19][CH:20]=2)=[CH:21][CH:22]=1, predict the reactants needed to synthesize it. The reactants are: [F:1][C:2]1[CH:22]=[CH:21][C:5]([O:6][CH2:7][CH2:8][CH2:9][CH2:10][CH2:11][CH2:12][CH2:13][C:14]2[CH:20]=[CH:19][C:17]([NH2:18])=[CH:16][CH:15]=2)=[CH:4][CH:3]=1.C(OC([N:30]1[CH2:37][CH2:36][C@H:35]([OH:38])[C@H:31]1[C:32](O)=[O:33])=O)(C)(C)C. (5) Given the product [Cl:4][C:5]1[CH:10]=[CH:9][CH:8]=[C:7]([F:11])[C:6]=1[C:12]1[C:13](=[O:14])[NH:2][N:3]=[C:15]([CH3:24])[C:16]=1[C:17]1[CH:18]=[N:19][C:20]([Cl:23])=[CH:21][CH:22]=1, predict the reactants needed to synthesize it. The reactants are: O.[NH2:2][NH2:3].[Cl:4][C:5]1[CH:10]=[CH:9][CH:8]=[C:7]([F:11])[C:6]=1[C:12]1[C:13](=O)[O:14][C:15](O)([CH3:24])[C:16]=1[C:17]1[CH:18]=[N:19][C:20]([Cl:23])=[CH:21][CH:22]=1.COC(C)(C)C. (6) Given the product [C:3]1([CH3:1])[CH:4]=[CH:5][C:6]([C@H:9]2[CH2:14][C@@H:13]([C:15]([F:16])([F:17])[F:18])[N:12]3[N:19]=[CH:20][C:21]([C:22]([OH:24])=[O:23])=[C:11]3[NH:10]2)=[CH:7][CH:8]=1, predict the reactants needed to synthesize it. The reactants are: [CH2:1]([C:3]1[CH:8]=[CH:7][C:6]([C@H:9]2[CH2:14][C@@H:13]([C:15]([F:18])([F:17])[F:16])[N:12]3[N:19]=[CH:20][C:21]([C:22]([OH:24])=[O:23])=[C:11]3[NH:10]2)=[CH:5][CH:4]=1)C.C1(C)C=CC([C@H]2C[C@@H](C(F)(F)F)N3N=CC(C(OCC)=O)=C3N2)=CC=1.[OH-].[K+]. (7) The reactants are: [CH3:1][C:2]1([CH3:10])[CH2:7][C:6](=[O:8])[CH2:5][C:4](=O)[CH2:3]1.Br.Br[CH2:13][CH2:14][CH2:15][NH2:16].N1C(C)=CC=CC=1C.ClCCl.CO. Given the product [CH3:10][C:2]1([CH3:1])[CH2:3][C:4]2[NH:16][CH2:15][CH2:14][CH2:13][C:5]=2[C:6](=[O:8])[CH2:7]1, predict the reactants needed to synthesize it. (8) The reactants are: [CH:1]1([S:4]([C:6]2[CH:11]=[CH:10][C:9]([N+:12]([O-:14])=[O:13])=[CH:8][CH:7]=2)=[O:5])[CH2:3][CH2:2]1.FC(F)(F)C([NH2:19])=O.C(O)(=O)C.C(O)(=O)C.IC1C=CC=CC=1.[O-2].[Mg+2].C(=O)([O-])[O-].[K+].[K+]. Given the product [N+:12]([C:9]1[CH:10]=[CH:11][C:6]([S:4]([CH:1]2[CH2:3][CH2:2]2)(=[NH:19])=[O:5])=[CH:7][CH:8]=1)([O-:14])=[O:13], predict the reactants needed to synthesize it. (9) Given the product [CH2:21]([N:18]1[CH2:19][CH2:20][NH:15][CH2:16][C:17]1=[O:28])[C:22]1[CH:23]=[CH:24][CH:25]=[CH:26][CH:27]=1, predict the reactants needed to synthesize it. The reactants are: C(O)(C(F)(F)F)=O.C(OC([N:15]1[CH2:20][CH2:19][N:18]([CH2:21][C:22]2[CH:27]=[CH:26][CH:25]=[CH:24][CH:23]=2)[C:17](=[O:28])[CH2:16]1)=O)(C)(C)C.